This data is from Catalyst prediction with 721,799 reactions and 888 catalyst types from USPTO. The task is: Predict which catalyst facilitates the given reaction. (1) Reactant: [CH2:1]([O:8][C:9]1[CH:10]=[CH:11][C:12]([CH:18]=[CH:19][C:20]([O:22][C:23]([CH3:26])([CH3:25])[CH3:24])=[O:21])=[C:13]([CH:17]=1)[C:14](O)=[O:15])[C:2]1[CH:7]=[CH:6][CH:5]=[CH:4][CH:3]=1.C[Si](C)(C)CCO.C(Cl)CCl. Product: [C:23]([O:22][C:20](=[O:21])[CH:19]=[CH:18][C:12]1[CH:11]=[CH:10][C:9]([O:8][CH2:1][C:2]2[CH:3]=[CH:4][CH:5]=[CH:6][CH:7]=2)=[CH:17][C:13]=1[CH:14]=[O:15])([CH3:26])([CH3:24])[CH3:25]. The catalyst class is: 64. (2) Reactant: [Br:1][C:2]1[CH:11]=[CH:10][CH:9]=[C:8]2[C:3]=1[CH2:4][CH2:5][N:6]([CH2:13][CH2:14][OH:15])[C:7]2=[O:12].[OH-].[K+].I[CH2:19][CH3:20].C(OCC)C. Product: [Br:1][C:2]1[CH:11]=[CH:10][CH:9]=[C:8]2[C:3]=1[CH2:4][CH2:5][N:6]([CH2:13][CH2:14][O:15][CH2:19][CH3:20])[C:7]2=[O:12]. The catalyst class is: 16. (3) Reactant: [F:1][C:2]([F:42])([F:41])[C:3]1[CH:4]=[C:5]([CH:34]=[C:35]([C:37]([F:40])([F:39])[F:38])[CH:36]=1)[CH2:6][N:7]([CH3:33])[C:8](=[O:32])[C:9]1[C:14]([C:15]2[CH:20]=[CH:19][CH:18]=[CH:17][C:16]=2[CH3:21])=[CH:13][C:12]([N:22]2[CH2:27][CH2:26][N:25]([C:28](=[O:31])[CH2:29]Br)[CH2:24][CH2:23]2)=[N:11][CH:10]=1.C(=O)(O)[O-:44].[Na+]. Product: [F:1][C:2]([F:42])([F:41])[C:3]1[CH:4]=[C:5]([CH:34]=[C:35]([C:37]([F:40])([F:39])[F:38])[CH:36]=1)[CH2:6][N:7]([CH3:33])[C:8](=[O:32])[C:9]1[C:14]([C:15]2[CH:20]=[CH:19][CH:18]=[CH:17][C:16]=2[CH3:21])=[CH:13][C:12]([N:22]2[CH2:27][CH2:26][N:25]([C:28](=[O:31])[CH2:29][OH:44])[CH2:24][CH2:23]2)=[N:11][CH:10]=1. The catalyst class is: 60. (4) Reactant: [F:1][C:2]1[CH:3]=[C:4]([CH:53]=[CH:54][CH:55]=1)[CH2:5][N:6]1[C:10]([CH3:11])=[C:9]([C:12]2[C:20]3[C:15](=[N:16][CH:17]=[C:18]([C:21]4[CH:26]=[CH:25][C:24]([N:27]5[CH2:32][CH2:31][N:30]([C:33]([O:35][C:36]([CH3:39])([CH3:38])[CH3:37])=[O:34])[CH2:29][CH2:28]5)=[C:23]([O:40][CH3:41])[CH:22]=4)[CH:19]=3)[N:14](S(C3C=CC(C)=CC=3)(=O)=O)[CH:13]=2)[C:8]([CH3:52])=[N:7]1.[OH-].[Li+]. Product: [F:1][C:2]1[CH:3]=[C:4]([CH:53]=[CH:54][CH:55]=1)[CH2:5][N:6]1[C:10]([CH3:11])=[C:9]([C:12]2[C:20]3[C:15](=[N:16][CH:17]=[C:18]([C:21]4[CH:26]=[CH:25][C:24]([N:27]5[CH2:32][CH2:31][N:30]([C:33]([O:35][C:36]([CH3:38])([CH3:39])[CH3:37])=[O:34])[CH2:29][CH2:28]5)=[C:23]([O:40][CH3:41])[CH:22]=4)[CH:19]=3)[NH:14][CH:13]=2)[C:8]([CH3:52])=[N:7]1. The catalyst class is: 87.